Dataset: Peptide-MHC class II binding affinity with 134,281 pairs from IEDB. Task: Regression. Given a peptide amino acid sequence and an MHC pseudo amino acid sequence, predict their binding affinity value. This is MHC class II binding data. (1) The peptide sequence is VVDLSKMRAVWVDGK. The MHC is HLA-DPA10301-DPB10402 with pseudo-sequence HLA-DPA10301-DPB10402. The binding affinity (normalized) is 0.388. (2) The peptide sequence is AYGSFVRTVSLPVGA. The MHC is HLA-DQA10102-DQB10502 with pseudo-sequence HLA-DQA10102-DQB10502. The binding affinity (normalized) is 0.237.